Dataset: Full USPTO retrosynthesis dataset with 1.9M reactions from patents (1976-2016). Task: Predict the reactants needed to synthesize the given product. (1) Given the product [NH2:1][C:2]1[CH:7]=[C:6]([CH3:8])[CH:5]=[CH:4][C:3]=1[C:9]1[N:14]2[N:15]=[C:16]([C:18]([CH3:21])([CH3:20])[CH3:19])[CH:17]=[C:13]2[N:12]=[C:11]([CH3:22])[C:10]=1[CH:23]([CH2:28][CH2:29][CH3:30])[C:24]([OH:26])=[O:25], predict the reactants needed to synthesize it. The reactants are: [NH2:1][C:2]1[CH:7]=[C:6]([CH3:8])[CH:5]=[CH:4][C:3]=1[C:9]1[N:14]2[N:15]=[C:16]([C:18]([CH3:21])([CH3:20])[CH3:19])[CH:17]=[C:13]2[N:12]=[C:11]([CH3:22])[C:10]=1[CH:23]([CH2:28][CH2:29][CH3:30])[C:24]([O:26]C)=[O:25].[OH-].[Na+]. (2) The reactants are: [C:1]1([C:7]2[CH:12]=[CH:11][N:10]=[CH:9][CH:8]=2)[CH:6]=[CH:5][CH:4]=[CH:3][CH:2]=1.[CH2:13]1[CH2:19][S:16](=[O:18])(=[O:17])[O:15][CH2:14]1.[BH4-].[Na+].O. Given the product [C:1]1([C:7]2[CH2:12][CH2:11][N:10]([CH2:14][CH2:13][CH2:19][S:16]([OH:18])(=[O:17])=[O:15])[CH2:9][CH:8]=2)[CH:2]=[CH:3][CH:4]=[CH:5][CH:6]=1, predict the reactants needed to synthesize it. (3) Given the product [OH:19][CH:13]([CH3:14])[CH2:2][CH2:3][CH2:4][CH2:5][CH2:6][CH2:7][CH2:8][C:9]([OH:11])=[O:10], predict the reactants needed to synthesize it. The reactants are: O[CH:2]([CH2:13][CH3:14])[CH2:3][CH2:4][CH2:5][CH2:6][CH2:7][CH2:8][C:9]([O:11]C)=[O:10].CO.[OH-].[Li+].[O-:19][Mn](=O)(=O)=O.[K+]. (4) Given the product [Br:16][CH2:13][C:10]1[CH:11]=[C:12]2[C:7](=[CH:8][CH:9]=1)[N:6]=[CH:5][CH:4]=[C:3]2[C:2]([F:1])([F:14])[F:15], predict the reactants needed to synthesize it. The reactants are: [F:1][C:2]([F:15])([F:14])[C:3]1[C:12]2[C:7](=[CH:8][CH:9]=[C:10]([CH3:13])[CH:11]=2)[N:6]=[CH:5][CH:4]=1.[Br:16]N1C(=O)CCC1=O.N(C(C)(C)C#N)=NC(C)(C)C#N. (5) Given the product [Cl:18][C:14]1[C:5]2[CH:6]=[C:7]([C:8]([O-:1])=[O:13])[S:11][C:4]=2[CH:17]=[CH:16][CH:15]=1.[Na+:2], predict the reactants needed to synthesize it. The reactants are: [OH-:1].[Na+:2].Cl[C:4]1[CH:17]=[CH:16][CH:15]=[C:14]([Cl:18])[C:5]=1[CH:6]=[C:7]1[S:11]C(=S)N[C:8]1=[O:13]. (6) Given the product [Cl:8][C:4]1[CH:5]=[CH:6][CH:7]=[C:2]([Cl:1])[C:3]=1[NH:9][C:10]1[NH:11][C:12]2[C:18]3[CH2:19][C:20]([CH3:22])([CH3:23])[O:21][C:17]=3[C:16]([C:24]([NH:31][C:30]3[CH:32]=[C:33]([F:37])[C:34]([F:36])=[CH:35][C:29]=3[F:28])=[O:26])=[CH:15][C:13]=2[N:14]=1, predict the reactants needed to synthesize it. The reactants are: [Cl:1][C:2]1[CH:7]=[CH:6][CH:5]=[C:4]([Cl:8])[C:3]=1[NH:9][C:10]1[NH:11][C:12]2[C:18]3[CH2:19][C:20]([CH3:23])([CH3:22])[O:21][C:17]=3[C:16]([C:24]([O:26]C)=O)=[CH:15][C:13]=2[N:14]=1.[F:28][C:29]1[CH:35]=[C:34]([F:36])[C:33]([F:37])=[CH:32][C:30]=1[NH2:31].C[Al](C)C. (7) The reactants are: [CH2:1]([NH:3][C:4]1[C:5]([CH:13]2[CH2:22][CH2:21][C:20]3[CH:19]=[C:18]([O:23]C(=O)C(C)(C)C)[CH:17]=[CH:16][C:15]=3[CH2:14]2)=[CH:6][C:7]2[O:11][CH2:10][O:9][C:8]=2[CH:12]=1)[CH3:2].Cl.[N:31]1([CH2:38][CH2:39][O:40][C:41]2[CH:49]=[CH:48][C:44]([C:45](O)=O)=[CH:43][CH:42]=2)[CH2:37][CH2:36][CH2:35][CH2:34][CH2:33][CH2:32]1. Given the product [N:31]1([CH2:38][CH2:39][O:40][C:41]2[CH:49]=[CH:48][C:44]([CH2:45][CH2:2][CH2:1][NH:3][C:4]3[C:5]([CH:13]4[CH2:14][CH2:15][C:16]5[CH:17]=[C:18]([OH:23])[CH:19]=[CH:20][C:21]=5[CH2:22]4)=[CH:6][C:7]4[O:11][CH2:10][O:9][C:8]=4[CH:12]=3)=[CH:43][CH:42]=2)[CH2:37][CH2:36][CH2:35][CH2:34][CH2:33][CH2:32]1, predict the reactants needed to synthesize it. (8) Given the product [CH2:1]([O:8][C:9]1[CH:10]=[C:11]([C:17]([C:19]2[CH:24]=[CH:23][C:22]([O:25][CH3:26])=[C:21]([O:27][CH2:28][CH3:29])[CH:20]=2)=[O:18])[CH:12]=[CH:13][C:14]=1[O:15][CH3:16])[C:2]1[CH:3]=[CH:4][CH:5]=[CH:6][CH:7]=1, predict the reactants needed to synthesize it. The reactants are: [CH2:1]([O:8][C:9]1[CH:10]=[C:11]([CH:17]([C:19]2[CH:24]=[CH:23][C:22]([O:25][CH3:26])=[C:21]([O:27][CH2:28][CH3:29])[CH:20]=2)[OH:18])[CH:12]=[CH:13][C:14]=1[O:15][CH3:16])[C:2]1[CH:7]=[CH:6][CH:5]=[CH:4][CH:3]=1. (9) The reactants are: C1(S(N2CCNC(=O)[C@H]2CC#C)(=O)=O)C=CC=CC=1.[F:20][C:21]([F:42])([F:41])[C:22]1[CH:23]=[C:24]([S:28]([N:31]2[CH:36]=[CH:35][NH:34][C:33](=[O:37])[C@H:32]2[CH2:38][C:39]#[CH:40])(=[O:30])=[O:29])[CH:25]=[CH:26][CH:27]=1. Given the product [CH2:38]([C@H:32]1[N:31]([S:28]([C:24]2[CH:25]=[CH:26][CH:27]=[C:22]([C:21]([F:41])([F:42])[F:20])[CH:23]=2)(=[O:30])=[O:29])[CH2:36][CH2:35][NH:34][C:33]1=[O:37])[C:39]#[CH:40], predict the reactants needed to synthesize it. (10) Given the product [CH2:13]([O:20][N:21]1[C:2]2[N:3]=[CH:4][N:5]=[CH:6][C:7]=2[C:8]([OH:10])=[C:23]([C:24]2[CH:29]=[CH:28][CH:27]=[CH:26][CH:25]=2)[C:22]1=[O:30])[C:14]1[CH:15]=[CH:16][CH:17]=[CH:18][CH:19]=1, predict the reactants needed to synthesize it. The reactants are: Cl[C:2]1[C:7]([C:8]([O:10]CC)=O)=[CH:6][N:5]=[CH:4][N:3]=1.[CH2:13]([O:20][NH:21][C:22](=[O:30])[CH2:23][C:24]1[CH:29]=[CH:28][CH:27]=[CH:26][CH:25]=1)[C:14]1[CH:19]=[CH:18][CH:17]=[CH:16][CH:15]=1.C(=O)([O-])[O-].[K+].[K+].C(OCC)(=O)C.